Dataset: Reaction yield outcomes from USPTO patents with 853,638 reactions. Task: Predict the reaction yield, written as a fraction of the theoretical maximum amount of product (1.0 means a 100% yield; for example, 0.34 means a 34% yield). (1) The reactants are [CH3:1][C@H:2]1[CH2:11][C:9](=[O:10])[C:5](=[C:6]([CH3:8])[CH3:7])[CH2:4][CH2:3]1.C([O-])(O)=[O:13].[Na+].Cl.[CH3:18][CH2:19]OCC. The catalyst is BrBr.CC[O-].[Na+].O. The product is [CH3:1][C@@H:2]1[CH2:3][CH2:4][C:5](=[C:6]([CH3:7])[CH3:8])[CH:11]1[C:9]([O:10][CH2:18][CH3:19])=[O:13]. The yield is 0.640. (2) The reactants are [C:1]([N:20]1[CH:24]=[C:23]([CH:25]=[O:26])[N:22]=[CH:21]1)([C:14]1[CH:19]=[CH:18][CH:17]=[CH:16][CH:15]=1)([C:8]1[CH:13]=[CH:12][CH:11]=[CH:10][CH:9]=1)[C:2]1[CH:7]=[CH:6][CH:5]=[CH:4][CH:3]=1.Cl.[C:28]([O:31][CH2:32][CH3:33])(=[O:30])[CH3:29]. The catalyst is O1CCCC1. The product is [OH:26][CH:25]([C:23]1[N:22]=[CH:21][N:20]([C:1]([C:14]2[CH:15]=[CH:16][CH:17]=[CH:18][CH:19]=2)([C:8]2[CH:9]=[CH:10][CH:11]=[CH:12][CH:13]=2)[C:2]2[CH:7]=[CH:6][CH:5]=[CH:4][CH:3]=2)[CH:24]=1)[CH2:29][C:28]([O:31][CH2:32][CH3:33])=[O:30]. The yield is 0.920. (3) The reactants are [CH2:1]([N:8](C)[CH2:9][C:10]1([CH3:36])[CH2:14][C:13]2[C:15]([CH3:35])=[C:16]([N:21]3[CH2:26][CH2:25][N:24]([C:27]4[CH:32]=[CH:31][C:30]([O:33][CH3:34])=[CH:29][CH:28]=4)[CH2:23][CH2:22]3)[C:17]([CH3:20])=[C:18]([CH3:19])[C:12]=2[O:11]1)C1C=CC=CC=1. The catalyst is [C].[Pd].C(OCC)(=O)C. The product is [CH3:34][O:33][C:30]1[CH:29]=[CH:28][C:27]([N:24]2[CH2:23][CH2:22][N:21]([C:16]3[C:17]([CH3:20])=[C:18]([CH3:19])[C:12]4[O:11][C:10]([CH2:9][NH:8][CH3:1])([CH3:36])[CH2:14][C:13]=4[C:15]=3[CH3:35])[CH2:26][CH2:25]2)=[CH:32][CH:31]=1. The yield is 0.320. (4) The reactants are [C:1]([NH:9][CH:10]([CH3:19])[C:11](=[O:18])[CH2:12][C:13]([O:15][CH2:16][CH3:17])=[O:14])(=O)[C:2]1[CH:7]=[CH:6][CH:5]=[CH:4][CH:3]=1.O=P(Cl)(Cl)Cl.C([O-])(O)=O.[Na+]. The catalyst is CN(C=O)C. The product is [CH3:19][C:10]1[N:9]=[C:1]([C:2]2[CH:7]=[CH:6][CH:5]=[CH:4][CH:3]=2)[O:18][C:11]=1[CH2:12][C:13]([O:15][CH2:16][CH3:17])=[O:14]. The yield is 0.480. (5) The reactants are [Cl:1][C:2]1[CH:7]=[CH:6][N:5]=[C:4]([NH2:8])[C:3]=1[NH2:9].C1C=CC([Si](N)(C2C=CC=CC=2)C2C=CC=CC=2)=CC=1.[CH3:30][N:31]1[CH:35]=[C:34]([CH:36]=O)[CH:33]=[N:32]1. The catalyst is CN(C=O)C. The product is [Cl:1][C:2]1[CH:7]=[CH:6][N:5]=[C:4]2[NH:8][C:36]([C:34]3[CH:33]=[N:32][N:31]([CH3:30])[CH:35]=3)=[N:9][C:3]=12. The yield is 0.539. (6) The reactants are C(=[NH:14])(C1C=CC=CC=1)C1C=CC=CC=1.[CH3:15][O:16][C:17](=[O:39])[CH2:18][C@H:19]1[CH2:24][CH2:23][C@H:22]([C:25]2[CH:30]=[CH:29][C:28](OS(C(F)(F)F)(=O)=O)=[CH:27][CH:26]=2)[CH2:21][CH2:20]1.C(=O)([O-])[O-].[Cs+].[Cs+].CC(C1C=C(C(C)C)C(C2C=CC=CC=2P(C2CCCCC2)C2CCCCC2)=C(C(C)C)C=1)C. The catalyst is C([O-])(=O)C.[Pd+2].C([O-])(=O)C.C(OCC)(=O)C.C1(C)C=CC=CC=1. The product is [CH3:15][O:16][C:17](=[O:39])[CH2:18][C@H:19]1[CH2:24][CH2:23][C@H:22]([C:25]2[CH:30]=[CH:29][C:28]([NH2:14])=[CH:27][CH:26]=2)[CH2:21][CH2:20]1. The yield is 0.0425.